Dataset: Reaction yield outcomes from USPTO patents with 853,638 reactions. Task: Predict the reaction yield, written as a fraction of the theoretical maximum amount of product (1.0 means a 100% yield; for example, 0.34 means a 34% yield). (1) The reactants are [NH2:1][C:2]1[CH:3]=[N:4][C:5]([NH:8][C:9](=[O:11])[CH3:10])=[N:6][CH:7]=1.C(N(CC)CC)C.[Cl:19][C:20]1[C:25]([C:26](Cl)=[O:27])=[C:24]([F:29])[C:23]([NH:30][S:31]([CH2:34][CH2:35][CH3:36])(=[O:33])=[O:32])=[CH:22][CH:21]=1. The catalyst is O1CCCC1.C(OCC)(=O)C. The product is [C:9]([NH:8][C:5]1[N:6]=[CH:7][C:2]([NH:1][C:26](=[O:27])[C:25]2[C:20]([Cl:19])=[CH:21][CH:22]=[C:23]([NH:30][S:31]([CH2:34][CH2:35][CH3:36])(=[O:33])=[O:32])[C:24]=2[F:29])=[CH:3][N:4]=1)(=[O:11])[CH3:10]. The yield is 0.190. (2) The reactants are [F:1][C:2]1[CH:3]=[C:4]2[C:8](=[CH:9][CH:10]=1)[NH:7][C:6](=[O:11])[CH2:5]2.[Li+].C[Si]([N-][Si](C)(C)C)(C)C.[Br:22][C:23]1[C:27]([CH3:29])([CH3:28])[O:26][C:25](=O)[CH:24]=1.Cl. The catalyst is C1COCC1.O. The product is [Br:22][C:23]1[C:27]([CH3:29])([CH3:28])[O:26]/[C:25](=[C:5]2/[C:6](=[O:11])[NH:7][C:8]3[C:4]/2=[CH:3][C:2]([F:1])=[CH:10][CH:9]=3)/[CH:24]=1. The yield is 0.800. (3) The reactants are [OH:1][C:2]1[CH:3]=[C:4]2[C:8](=[CH:9][CH:10]=1)[C@H:7]([CH2:11][C:12]([O:14][CH2:15][CH3:16])=[O:13])[CH2:6][CH2:5]2.[CH3:17][C:18]1[O:22][C:21]([C:23]2[CH:28]=[CH:27][C:26]([CH3:29])=[CH:25][CH:24]=2)=[N:20][C:19]=1[CH2:30][CH2:31]O.CN(C(/N=N/C(N(C)C)=O)=O)C.C1C=CC(P(C2C=CC=CC=2)C2C=CC=CC=2)=CC=1. The catalyst is C(Cl)Cl. The product is [CH3:17][C:18]1[O:22][C:21]([C:23]2[CH:28]=[CH:27][C:26]([CH3:29])=[CH:25][CH:24]=2)=[N:20][C:19]=1[CH2:30][CH2:31][O:1][C:2]1[CH:3]=[C:4]2[C:8](=[CH:9][CH:10]=1)[C@H:7]([CH2:11][C:12]([O:14][CH2:15][CH3:16])=[O:13])[CH2:6][CH2:5]2. The yield is 0.805.